From a dataset of Full USPTO retrosynthesis dataset with 1.9M reactions from patents (1976-2016). Predict the reactants needed to synthesize the given product. (1) Given the product [CH3:1][O:2][C:3]1[CH:14]=[CH:13][C:6]([O:7][CH2:8][C:9]2[N:24]([CH2:23][CH2:22][CH2:21][N:18]3[CH2:17][CH2:16][O:15][CH2:20][CH2:19]3)[C:25](=[S:26])[NH:12][N:11]=2)=[CH:5][CH:4]=1, predict the reactants needed to synthesize it. The reactants are: [CH3:1][O:2][C:3]1[CH:14]=[CH:13][C:6]([O:7][CH2:8][C:9]([NH:11][NH2:12])=O)=[CH:5][CH:4]=1.[O:15]1[CH2:20][CH2:19][N:18]([CH2:21][CH2:22][CH2:23][N:24]=[C:25]=[S:26])[CH2:17][CH2:16]1. (2) Given the product [CH2:11]([N:18]1[C:22]([C:23]([OH:25])([CH2:3][CH2:4][C:5]2[CH:10]=[CH:9][CH:8]=[CH:7][CH:6]=2)[CH3:24])=[CH:21][N:20]=[CH:19]1)[C:12]1[CH:13]=[CH:14][CH:15]=[CH:16][CH:17]=1, predict the reactants needed to synthesize it. The reactants are: [Mg].Br[CH2:3][CH2:4][C:5]1[CH:10]=[CH:9][CH:8]=[CH:7][CH:6]=1.[CH2:11]([N:18]1[C:22]([C:23](=[O:25])[CH3:24])=[CH:21][N:20]=[CH:19]1)[C:12]1[CH:17]=[CH:16][CH:15]=[CH:14][CH:13]=1.Cl.